Dataset: Peptide-MHC class II binding affinity with 134,281 pairs from IEDB. Task: Regression. Given a peptide amino acid sequence and an MHC pseudo amino acid sequence, predict their binding affinity value. This is MHC class II binding data. (1) The peptide sequence is GTKGEAKDVIPEGWK. The MHC is DRB1_0101 with pseudo-sequence DRB1_0101. The binding affinity (normalized) is 0.0821. (2) The peptide sequence is SDFYALISERFINYA. The MHC is DRB1_1302 with pseudo-sequence DRB1_1302. The binding affinity (normalized) is 0.377. (3) The peptide sequence is MEYLGHNAAGQWLEF. The MHC is HLA-DQA10103-DQB10603 with pseudo-sequence HLA-DQA10103-DQB10603. The binding affinity (normalized) is 0. (4) The peptide sequence is GELQIVDKNDAAFKI. The MHC is DRB1_0701 with pseudo-sequence DRB1_0701. The binding affinity (normalized) is 0.454. (5) The peptide sequence is LPISPLSNSLLRHHNLVYMT. The MHC is DRB1_1101 with pseudo-sequence DRB1_1101. The binding affinity (normalized) is 0.247. (6) The peptide sequence is LAECARRRLRTLVLA. The MHC is HLA-DQA10501-DQB10402 with pseudo-sequence HLA-DQA10501-DQB10402. The binding affinity (normalized) is 0.710.